Dataset: Catalyst prediction with 721,799 reactions and 888 catalyst types from USPTO. Task: Predict which catalyst facilitates the given reaction. (1) Reactant: [C:1]([O:5][C:6]([N:8]1[CH2:17][CH2:16][C:15]2[C:10](=[CH:11][CH:12]=[CH:13][C:14]=2[NH:18][CH2:19][C:20]([N:22]2[CH2:27][CH2:26][N:25]([CH3:28])[CH2:24][CH:23]2[C:29]2[CH:34]=[CH:33][CH:32]=[CH:31][CH:30]=2)=[O:21])[CH2:9]1)=[O:7])([CH3:4])([CH3:3])[CH3:2].[C:35](O[C:35]([C:37]([F:40])([F:39])[F:38])=[O:36])([C:37]([F:40])([F:39])[F:38])=[O:36].C([O-])(O)=O.[Na+]. Product: [C:1]([O:5][C:6]([N:8]1[CH2:17][CH2:16][C:15]2[C:10](=[CH:11][CH:12]=[CH:13][C:14]=2[N:18]([CH2:19][C:20]([N:22]2[CH2:27][CH2:26][N:25]([CH3:28])[CH2:24][CH:23]2[C:29]2[CH:30]=[CH:31][CH:32]=[CH:33][CH:34]=2)=[O:21])[C:35](=[O:36])[C:37]([F:40])([F:39])[F:38])[CH2:9]1)=[O:7])([CH3:4])([CH3:2])[CH3:3]. The catalyst class is: 2. (2) Reactant: [Cl:1][C:2]1[CH:3]=[C:4]([C:8]2[CH:13]=[CH:12][C:11]([CH2:14][C@H:15]([NH:21]C(=O)OC(C)(C)C)[C:16]3[NH:20][N:19]=[N:18][N:17]=3)=[CH:10][CH:9]=2)[CH:5]=[CH:6][CH:7]=1.C(O)(C(F)(F)F)=O. Product: [Cl:1][C:2]1[CH:3]=[C:4]([C:8]2[CH:9]=[CH:10][C:11]([CH2:14][C@@H:15]([C:16]3[NH:20][N:19]=[N:18][N:17]=3)[NH2:21])=[CH:12][CH:13]=2)[CH:5]=[CH:6][CH:7]=1. The catalyst class is: 2.